From a dataset of Catalyst prediction with 721,799 reactions and 888 catalyst types from USPTO. Predict which catalyst facilitates the given reaction. (1) Reactant: F[B-](F)(F)F.[CH3:6][O:7][C:8]1[CH:13]=[CH:12][C:11]([C:14]2[C:27]3[CH2:26][CH2:25][C:24]4[CH:28]=[CH:29][CH:30]=[CH:31][C:23]=4[C:22]=3[O+]=[C:20]3[C:15]=2[CH2:16][CH2:17][C:18]2[CH:35]=[CH:34][CH:33]=[CH:32][C:19]=23)=[CH:10][CH:9]=1.[NH3:36]. Product: [CH3:6][O:7][C:8]1[CH:13]=[CH:12][C:11]([C:14]2[C:27]3[CH2:26][CH2:25][C:24]4[CH:28]=[CH:29][CH:30]=[CH:31][C:23]=4[C:22]=3[N:36]=[C:20]3[C:15]=2[CH2:16][CH2:17][C:18]2[CH:35]=[CH:34][CH:33]=[CH:32][C:19]=23)=[CH:10][CH:9]=1. The catalyst class is: 8. (2) Reactant: [C:1]([O:5][C:6]([N:8]1[C@H:12]([CH2:13][C:14]2[CH:19]=[CH:18][C:17]([C:20]3[CH:25]=[CH:24][CH:23]=[CH:22][CH:21]=3)=[CH:16][CH:15]=2)[CH2:11][CH:10]([CH2:26][OH:27])[C:9]1=[O:28])=[O:7])([CH3:4])([CH3:3])[CH3:2].C(Cl)(Cl)Cl.C(N(CC)CC)C.[C:40]1([CH3:60])[CH:45]=[CH:44][C:43]([S:46](O[S:46]([C:43]2[CH:44]=[CH:45][C:40]([CH3:60])=[CH:41][CH:42]=2)(=[O:48])=[O:47])(=[O:48])=[O:47])=[CH:42][CH:41]=1. Product: [C:1]([O:5][C:6]([N:8]1[C@H:12]([CH2:13][C:14]2[CH:15]=[CH:16][C:17]([C:20]3[CH:21]=[CH:22][CH:23]=[CH:24][CH:25]=3)=[CH:18][CH:19]=2)[CH2:11][CH:10]([CH2:26][O:27][S:46]([C:43]2[CH:44]=[CH:45][C:40]([CH3:60])=[CH:41][CH:42]=2)(=[O:48])=[O:47])[C:9]1=[O:28])=[O:7])([CH3:3])([CH3:2])[CH3:4].[C:1]([O:5][C:6]([N:8]1[C@H:12]([CH2:13][C:14]2[CH:15]=[CH:16][C:17]([C:20]3[CH:21]=[CH:22][CH:23]=[CH:24][CH:25]=3)=[CH:18][CH:19]=2)[CH2:11][C:10](=[CH2:26])[C:9]1=[O:28])=[O:7])([CH3:4])([CH3:3])[CH3:2]. The catalyst class is: 69. (3) Reactant: Cl.[Cl:2][C:3]1[CH:4]=[CH:5][C:6]([S:11]([CH2:14][CH3:15])(=[O:13])=[O:12])=[C:7]([CH:10]=1)[CH2:8][NH2:9]. Product: [ClH:2].[CH2:14]([S:11]([C:6]1[CH:5]=[CH:4][CH:3]=[CH:10][C:7]=1[CH2:8][NH2:9])(=[O:13])=[O:12])[CH3:15]. The catalyst class is: 19. (4) Product: [Br:19][C:10]1[C:2]([CH3:1])=[C:3]([CH:7]=[CH:8][C:9]=1[CH3:11])[C:4]([OH:6])=[O:5]. Reactant: [CH3:1][C:2]1[CH:10]=[C:9]([CH3:11])[CH:8]=[CH:7][C:3]=1[C:4]([OH:6])=[O:5].C1C(=O)N([Br:19])C(=O)C1. The catalyst class is: 67.